From a dataset of Catalyst prediction with 721,799 reactions and 888 catalyst types from USPTO. Predict which catalyst facilitates the given reaction. Reactant: [O:1]1[C:5]2([CH2:10][CH2:9][O:8][CH2:7][CH2:6]2)[O:4][CH2:3][CH2:2]1.FC(F)(F)S(O[Si](C)(C)C)(=O)=O.O. Product: [O:8]1[CH2:9][CH2:10][CH:5]([O:4][CH2:3][CH2:2][OH:1])[CH2:6][CH2:7]1. The catalyst class is: 7.